From a dataset of Catalyst prediction with 721,799 reactions and 888 catalyst types from USPTO. Predict which catalyst facilitates the given reaction. (1) Reactant: C[O:2][C:3]1[N:4]([CH2:18][CH:19]2[CH2:23][CH2:22][O:21][CH2:20]2)[C:5]2[C:10]([N:11]=1)=[C:9]([NH2:12])[N:8]=[C:7]([O:13][CH2:14][CH2:15][O:16][CH3:17])[N:6]=2.[H][H].O1CCOCC1.O.[OH-].[Na+]. Product: [NH2:12][C:9]1[N:8]=[C:7]([O:13][CH2:14][CH2:15][O:16][CH3:17])[N:6]=[C:5]2[C:10]=1[NH:11][C:3](=[O:2])[N:4]2[CH2:18][CH:19]1[CH2:23][CH2:22][O:21][CH2:20]1. The catalyst class is: 5. (2) Reactant: [O:1]=[C:2]1[C:10]2[C:5](=[CH:6][C:7]([O:23][CH2:24][CH2:25][CH2:26][CH2:27][CH3:28])=[C:8]([O:11][CH2:12][C:13]3[CH:14]=[C:15]([CH:20]=[CH:21][CH:22]=3)[C:16]([O:18]C)=[O:17])[CH:9]=2)[CH2:4][CH2:3]1.CO.[OH-].[Na+].O. Product: [O:1]=[C:2]1[C:10]2[C:5](=[CH:6][C:7]([O:23][CH2:24][CH2:25][CH2:26][CH2:27][CH3:28])=[C:8]([O:11][CH2:12][C:13]3[CH:14]=[C:15]([CH:20]=[CH:21][CH:22]=3)[C:16]([OH:18])=[O:17])[CH:9]=2)[CH2:4][CH2:3]1. The catalyst class is: 2. (3) The catalyst class is: 27. Product: [CH3:1][O:2][CH2:3][CH2:4][CH2:5][C:6]1[C:15]2[C:10](=[CH:11][CH:12]=[C:13]([CH2:16][O:17][C@@H:18]3[C@@H:23]([C:24]4[CH:33]=[CH:32][C:27]([CH2:28][OH:29])=[CH:26][CH:25]=4)[C@H:22]([O:34][Si:35]([CH:39]([CH3:41])[CH3:40])([CH:36]([CH3:38])[CH3:37])[CH:42]([CH3:44])[CH3:43])[CH2:21][N:20]([S:45]([C:48]4[CH:49]=[CH:50][C:51]([CH3:54])=[CH:52][CH:53]=4)(=[O:47])=[O:46])[CH2:19]3)[CH:14]=2)[O:9][C:8]([CH3:56])([CH3:55])[CH:7]=1. Reactant: [CH3:1][O:2][CH2:3][CH2:4][CH2:5][C:6]1[C:15]2[C:10](=[CH:11][CH:12]=[C:13]([CH2:16][O:17][C@@H:18]3[C@@H:23]([C:24]4[CH:33]=[CH:32][C:27]([C:28](OC)=[O:29])=[CH:26][CH:25]=4)[C@H:22]([O:34][Si:35]([CH:42]([CH3:44])[CH3:43])([CH:39]([CH3:41])[CH3:40])[CH:36]([CH3:38])[CH3:37])[CH2:21][N:20]([S:45]([C:48]4[CH:53]=[CH:52][C:51]([CH3:54])=[CH:50][CH:49]=4)(=[O:47])=[O:46])[CH2:19]3)[CH:14]=2)[O:9][C:8]([CH3:56])([CH3:55])[CH:7]=1.[H-].[Al+3].[Li+].[H-].[H-].[H-].O.[OH-].[Na+]. (4) Reactant: [F:1][C:2]([F:17])([F:16])[C:3]1[CH:15]=[C:6]2[C:7]([CH:13]=[O:14])=[CH:8][CH:9]=[C:10]([O:11][CH3:12])[N:5]2[N:4]=1.[CH2:18]([Mg]Br)[CH2:19][CH3:20].O1CCCC1.[Cl-].[NH4+]. Product: [OH:14][CH:13]([C:7]1[C:6]2[N:5]([N:4]=[C:3]([C:2]([F:1])([F:16])[F:17])[CH:15]=2)[C:10]([O:11][CH3:12])=[CH:9][CH:8]=1)[CH2:18][CH2:19][CH3:20]. The catalyst class is: 7.